Task: Predict the product of the given reaction.. Dataset: Forward reaction prediction with 1.9M reactions from USPTO patents (1976-2016) (1) Given the reactants C[O-].[Na+].CO.[C:6]([O:13][CH3:14])(=[O:12])[CH2:7][C:8]([O:10][CH3:11])=[O:9].[C:15]([O:20][CH3:21])(=[O:19])/[CH:16]=[CH:17]/[CH3:18].C(O)(=O)C.[Na+].[Cl-], predict the reaction product. The product is: [CH3:18][CH:17]([CH2:16][C:15]([O:20][CH3:21])=[O:19])[CH:7]([C:6]([O:13][CH3:14])=[O:12])[C:8]([O:10][CH3:11])=[O:9]. (2) Given the reactants [NH2:1][C:2]1[CH:21]=[CH:20][C:5]([O:6][CH:7]2[CH2:12][CH2:11][N:10]([C:13]([O:15][C:16]([CH3:19])([CH3:18])[CH3:17])=[O:14])[CH2:9]C2)=[CH:4][CH:3]=1.[N:22]1[CH:27]=[CH:26][CH:25]=[C:24]([N:28]2[CH2:32][CH2:31][C@H:30]([C:33](O)=[O:34])[CH2:29]2)[N:23]=1.C(OC(N1CC(C(O)=O)C1)=O)C1C=CC=CC=1, predict the reaction product. The product is: [N:22]1[CH:27]=[CH:26][CH:25]=[C:24]([N:28]2[CH2:32][CH2:31][C@H:30]([C:33]([NH:1][C:2]3[CH:3]=[CH:4][C:5]([O:6][C@H:7]4[CH2:12][CH2:11][N:10]([C:13]([O:15][C:16]([CH3:17])([CH3:18])[CH3:19])=[O:14])[CH2:9]4)=[CH:20][CH:21]=3)=[O:34])[CH2:29]2)[N:23]=1. (3) Given the reactants [I:1][C:2]1[CH:7]=[CH:6][C:5]([C:8]2[C:9](C(O)=O)=[CH:10][CH:11]=[CH:12][CH:13]=2)=[CH:4][CH:3]=1.Cl.[CH3:18][O:19][C:20](=[O:27])[C@H:21]([CH2:23][CH:24]([CH3:26])[CH3:25])[NH2:22].CN([C:31]([O:35]N1N=NC2C=CC=NC1=2)=[N+](C)C)C.F[P-](F)(F)(F)(F)F.C(N(CC)CC)C, predict the reaction product. The product is: [I:1][C:2]1[CH:3]=[CH:4][C:5]([C:8]2[CH:13]=[CH:12][C:11]([C:31]([NH:22][C@H:21]([C:20]([O:19][CH3:18])=[O:27])[CH2:23][CH:24]([CH3:26])[CH3:25])=[O:35])=[CH:10][CH:9]=2)=[CH:6][CH:7]=1. (4) Given the reactants Br[C:2]1[C:11]2[CH2:10][CH2:9][CH2:8][C@@H:7]([NH:12][C:13](=[O:16])[CH2:14][CH3:15])[C:6]=2[CH:5]=[N:4][CH:3]=1.[F:17][C:18]([F:38])([F:37])[C:19]1[CH:24]=[C:23]([CH:25]2[CH2:27][CH2:26]2)[C:22](B2OC(C)(C)C(C)(C)O2)=[CH:21][CH:20]=1, predict the reaction product. The product is: [CH:25]1([C:23]2[CH:24]=[C:19]([C:18]([F:17])([F:37])[F:38])[CH:20]=[CH:21][C:22]=2[C:2]2[C:11]3[CH2:10][CH2:9][CH2:8][C@@H:7]([NH:12][C:13](=[O:16])[CH2:14][CH3:15])[C:6]=3[CH:5]=[N:4][CH:3]=2)[CH2:26][CH2:27]1. (5) The product is: [Br:16][C:11]1[CH:12]=[C:13]2[C:8](=[CH:9][CH:10]=1)[CH:7]=[C:6]([C:31]1[CH:30]=[CH:29][C:28]3=[C:38]4[C:32]=1[CH:33]=[CH:34][CH:35]=[C:36]4[C:37]1[C:23]([C:17]4[CH:18]=[CH:19][CH:20]=[CH:21][CH:22]=4)=[C:24]4[CH:51]=[CH:50][CH:49]=[CH:48][C:25]4=[C:26]([C:42]4[CH:47]=[CH:46][CH:45]=[CH:44][CH:43]=4)[C:27]=13)[CH:15]=[CH:14]2. Given the reactants C(=O)([O-])[O-].Br[C:6]1[CH:15]=[CH:14][C:13]2[C:8](=[CH:9][CH:10]=[C:11]([Br:16])[CH:12]=2)[CH:7]=1.[C:17]1([C:23]2[C:37]3[C:36]4[C:38]5[C:32]([CH:33]=[CH:34][CH:35]=4)=[C:31](B(O)O)[CH:30]=[CH:29][C:28]=5[C:27]=3[C:26]([C:42]3[CH:47]=[CH:46][CH:45]=[CH:44][CH:43]=3)=[C:25]3[CH:48]=[CH:49][CH:50]=[CH:51][C:24]=23)[CH:22]=[CH:21][CH:20]=[CH:19][CH:18]=1.C1(C)C=CC=CC=1, predict the reaction product. (6) The product is: [Cl:12][C:5]1[C:6]2[C:11](=[CH:10][CH:9]=[CH:8][CH:7]=2)[C:2]([N:19]2[CH2:18][CH2:17][N:16]([C:20]([O:22][C:23]([CH3:26])([CH3:25])[CH3:24])=[O:21])[CH2:15][C@@H:14]2[CH3:13])=[N:3][N:4]=1. Given the reactants Cl[C:2]1[C:11]2[C:6](=[CH:7][CH:8]=[CH:9][CH:10]=2)[C:5]([Cl:12])=[N:4][N:3]=1.[CH3:13][C@@H:14]1[NH:19][CH2:18][CH2:17][N:16]([C:20]([O:22][C:23]([CH3:26])([CH3:25])[CH3:24])=[O:21])[CH2:15]1.C(N(CC)CC)C.O, predict the reaction product. (7) Given the reactants Cl[C:2]1[N:3]=[C:4](Cl)[C:5]2[N:10]([CH2:11][CH2:12][O:13][CH2:14][CH3:15])[N:9]=[C:8]([CH2:16][CH3:17])[C:6]=2[N:7]=1.[NH2:19][C:20]1[CH:25]=[C:24]([CH3:26])[CH:23]=[CH:22][N:21]=1.C(N(CC)C(C)C)(C)C.[NH:36]1[CH2:44][CH2:43][CH:39]([C:40]([OH:42])=[O:41])[CH2:38][CH2:37]1.Cl, predict the reaction product. The product is: [CH2:14]([O:13][CH2:12][CH2:11][N:10]1[C:5]2[C:4]([NH:19][C:20]3[CH:25]=[C:24]([CH3:26])[CH:23]=[CH:22][N:21]=3)=[N:3][C:2]([N:36]3[CH2:44][CH2:43][CH:39]([C:40]([OH:42])=[O:41])[CH2:38][CH2:37]3)=[N:7][C:6]=2[C:8]([CH2:16][CH3:17])=[N:9]1)[CH3:15]. (8) Given the reactants [Br:1][C:2]1[CH:3]=[CH:4][C:5]([C:8]([OH:10])=O)=[N:6][CH:7]=1.[N:11]1([CH2:17][CH2:18][OH:19])[CH2:16][CH2:15][NH:14][CH2:13][CH2:12]1, predict the reaction product. The product is: [Br:1][C:2]1[CH:3]=[CH:4][C:5]([C:8]([N:14]2[CH2:15][CH2:16][N:11]([CH2:17][CH2:18][OH:19])[CH2:12][CH2:13]2)=[O:10])=[N:6][CH:7]=1. (9) Given the reactants [C:1]1([NH:7][C:8](=[O:23])[CH2:9][C:10]([NH:12][C:13]2[CH:18]=[CH:17][CH:16]=[C:15]([C:19]([F:22])([F:21])[F:20])[CH:14]=2)=[O:11])[CH:6]=[CH:5][CH:4]=[CH:3][CH:2]=1.[CH:24]([C:27]1[CH:34]=[CH:33][C:30]([CH:31]=O)=[CH:29][CH:28]=1)([CH3:26])[CH3:25].N1CCCCC1.C(O)(=O)C, predict the reaction product. The product is: [CH:24]([C:27]1[CH:34]=[CH:33][C:30]([CH:31]=[C:9]([C:10]([NH:12][C:13]2[CH:18]=[CH:17][CH:16]=[C:15]([C:19]([F:21])([F:22])[F:20])[CH:14]=2)=[O:11])[C:8]([NH:7][C:1]2[CH:2]=[CH:3][CH:4]=[CH:5][CH:6]=2)=[O:23])=[CH:29][CH:28]=1)([CH3:26])[CH3:25].